Dataset: Reaction yield outcomes from USPTO patents with 853,638 reactions. Task: Predict the reaction yield, written as a fraction of the theoretical maximum amount of product (1.0 means a 100% yield; for example, 0.34 means a 34% yield). (1) The reactants are [CH:1]1([NH:6][C:7]([C:9]2[C:13]([CH2:14][NH:15][CH:16]([CH3:18])[CH3:17])=[C:12]([C:19]3[CH:24]=[CH:23][C:22]([C:25]([F:28])([F:27])[F:26])=[CH:21][CH:20]=3)[O:11][N:10]=2)=[O:8])[CH2:5][CH2:4][CH2:3][CH2:2]1.C=O.[C:31](O[BH-](OC(=O)C)OC(=O)C)(=O)C.[Na+]. The catalyst is C(O)(=O)C.C(#N)C. The product is [CH:1]1([NH:6][C:7]([C:9]2[C:13]([CH2:14][N:15]([CH:16]([CH3:18])[CH3:17])[CH3:31])=[C:12]([C:19]3[CH:24]=[CH:23][C:22]([C:25]([F:27])([F:28])[F:26])=[CH:21][CH:20]=3)[O:11][N:10]=2)=[O:8])[CH2:2][CH2:3][CH2:4][CH2:5]1. The yield is 0.500. (2) The reactants are [NH2:1][C:2]1[CH:7]=[C:6]([C:8]2[N:16]([CH3:17])[C:15]3[CH2:14][CH2:13][NH:12][C:11](=[O:18])[C:10]=3[CH:9]=2)[C:5]([C:19]#[CH:20])=[CH:4][N:3]=1.I[C:22]1[CH:23]=[C:24]([CH2:28][C:29]([NH:31][C:32]2[CH:37]=[CH:36][C:35]([CH2:38][N:39]3[CH2:44][CH2:43][N:42]([CH2:45]CC)[CH2:41][CH2:40]3)=[C:34]([C:48]([F:51])([F:50])[F:49])[CH:33]=2)=[O:30])[CH:25]=[CH:26][CH:27]=1. The catalyst is CN(C=O)C.O.[Cu]I.Cl[Pd](Cl)([P](C1C=CC=CC=1)(C1C=CC=CC=1)C1C=CC=CC=1)[P](C1C=CC=CC=1)(C1C=CC=CC=1)C1C=CC=CC=1. The product is [NH2:1][C:2]1[N:3]=[CH:4][C:5]([C:19]#[C:20][C:22]2[CH:23]=[C:24]([CH2:28][C:29]([NH:31][C:32]3[CH:37]=[CH:36][C:35]([CH2:38][N:39]4[CH2:40][CH2:41][N:42]([CH3:45])[CH2:43][CH2:44]4)=[C:34]([C:48]([F:49])([F:51])[F:50])[CH:33]=3)=[O:30])[CH:25]=[CH:26][CH:27]=2)=[C:6]([C:8]2[N:16]([CH3:17])[C:15]3[CH2:14][CH2:13][NH:12][C:11](=[O:18])[C:10]=3[CH:9]=2)[CH:7]=1. The yield is 0.510. (3) The reactants are [C:1]([O:5][C:6]([NH:8][C:9]1([CH3:25])[CH2:14][CH2:13][CH2:12][N:11](C(OCC2C=CC=CC=2)=O)[CH2:10]1)=[O:7])([CH3:4])([CH3:3])[CH3:2]. The catalyst is CO.[Pd]. The product is [CH3:25][C:9]1([NH:8][C:6](=[O:7])[O:5][C:1]([CH3:4])([CH3:3])[CH3:2])[CH2:14][CH2:13][CH2:12][NH:11][CH2:10]1. The yield is 0.720.